This data is from Full USPTO retrosynthesis dataset with 1.9M reactions from patents (1976-2016). The task is: Predict the reactants needed to synthesize the given product. (1) Given the product [Cl:24][C:25]1[C:26](=[O:27])[N:12]([C:4]2[CH:5]=[C:6]([CH2:7][CH:8]=[C:9]([CH3:10])[CH3:11])[N:2]([CH3:1])[N:3]=2)[C:28](=[O:31])[C:29]=1[CH3:30], predict the reactants needed to synthesize it. The reactants are: [CH3:1][N:2]1[C:6]([CH2:7][CH:8]=[C:9]([CH3:11])[CH3:10])=[CH:5][C:4]([NH2:12])=[N:3]1.C1(C)C=CC(S(O)(=O)=O)=CC=1.[Cl:24][C:25]1[C:26](=O)[O:27][C:28](=[O:31])[C:29]=1[CH3:30]. (2) Given the product [N:24]1([C:21]2[N:20]=[CH:19][C:18]([CH2:16][C:12]3[CH:11]=[C:10]([CH2:9][OH:8])[CH:15]=[CH:14][CH:13]=3)=[CH:23][N:22]=2)[CH2:29][CH2:28][O:27][CH2:26][CH2:25]1, predict the reactants needed to synthesize it. The reactants are: [Si]([O:8][CH2:9][C:10]1[CH:11]=[C:12]([CH:16]([C:18]2[CH:19]=[N:20][C:21]([N:24]3[CH2:29][CH2:28][O:27][CH2:26][CH2:25]3)=[N:22][CH:23]=2)O)[CH:13]=[CH:14][CH:15]=1)(C(C)(C)C)(C)C.C([SiH](CC)CC)C.C(O)(C(F)(F)F)=O. (3) Given the product [OH:8][C:9]1[CH:30]=[C:29]([Cl:31])[C:12]([CH2:13][C@@H:14]2[CH2:18][CH2:17][N:16]([C@H:19]3[CH2:27][CH2:26][C:25]4[C:21](=[CH:22][NH:23][N:24]=4)[CH2:20]3)[C:15]2=[O:28])=[C:11]([Cl:32])[CH:10]=1, predict the reactants needed to synthesize it. The reactants are: C([O:8][C:9]1[CH:30]=[C:29]([Cl:31])[C:12]([CH2:13][C@@H:14]2[CH2:18][CH2:17][N:16]([C@H:19]3[CH2:27][CH2:26][C:25]4[C:21](=[CH:22][NH:23][N:24]=4)[CH2:20]3)[C:15]2=[O:28])=[C:11]([Cl:32])[CH:10]=1)C1C=CC=CC=1.[H][H]. (4) Given the product [Cl:1][C:2]1[CH:18]=[C:17]([Cl:19])[CH:16]=[CH:15][C:3]=1[CH2:4][NH:5][C:6]([C:7]1[CH:12]=[CH:11][N:10]([CH2:21][CH2:22][O:23][CH2:24][CH3:25])[C:9](=[O:13])[CH:8]=1)=[O:14], predict the reactants needed to synthesize it. The reactants are: [Cl:1][C:2]1[CH:18]=[C:17]([Cl:19])[CH:16]=[CH:15][C:3]=1[CH2:4][NH:5][C:6](=[O:14])[C:7]1[CH:12]=[CH:11][N:10]=[C:9]([OH:13])[CH:8]=1.Br[CH2:21][CH2:22][O:23][CH2:24][CH3:25].C(=O)([O-])[O-].[K+].[K+].